From a dataset of NCI-60 drug combinations with 297,098 pairs across 59 cell lines. Regression. Given two drug SMILES strings and cell line genomic features, predict the synergy score measuring deviation from expected non-interaction effect. (1) Synergy scores: CSS=-1.53, Synergy_ZIP=0.140, Synergy_Bliss=-2.34, Synergy_Loewe=-3.31, Synergy_HSA=-3.71. Drug 1: COC1=NC(=NC2=C1N=CN2C3C(C(C(O3)CO)O)O)N. Drug 2: CN(C(=O)NC(C=O)C(C(C(CO)O)O)O)N=O. Cell line: A498. (2) Drug 1: CNC(=O)C1=CC=CC=C1SC2=CC3=C(C=C2)C(=NN3)C=CC4=CC=CC=N4. Drug 2: CS(=O)(=O)C1=CC(=C(C=C1)C(=O)NC2=CC(=C(C=C2)Cl)C3=CC=CC=N3)Cl. Cell line: RXF 393. Synergy scores: CSS=7.95, Synergy_ZIP=-3.19, Synergy_Bliss=-2.91, Synergy_Loewe=-2.43, Synergy_HSA=-2.43.